From a dataset of Reaction yield outcomes from USPTO patents with 853,638 reactions. Predict the reaction yield, written as a fraction of the theoretical maximum amount of product (1.0 means a 100% yield; for example, 0.34 means a 34% yield). (1) The yield is 0.360. The reactants are [F:1][C:2]1[CH:10]=[CH:9][CH:8]=[C:7]2[C:3]=1[C:4]([CH2:11][NH:12][CH3:13])=[CH:5][NH:6]2.CNCC1C2C=CC=CC=2N2CCCC=12.[NH2:29][C:30]1[N:35]=[CH:34][C:33](/[CH:36]=[CH:37]/[C:38]([OH:40])=O)=[CH:32][CH:31]=1.Cl.O=C1NC2N=CC(/C=C/C(O)=O)=CC=2CC1. No catalyst specified. The product is [NH2:29][C:30]1[N:35]=[CH:34][C:33](/[CH:36]=[CH:37]/[C:38]([N:12]([CH2:11][C:4]2[C:3]3[C:7](=[CH:8][CH:9]=[CH:10][C:2]=3[F:1])[NH:6][CH:5]=2)[CH3:13])=[O:40])=[CH:32][CH:31]=1. (2) The reactants are [C:1]([O:9][CH2:10][CH3:11])(=[O:8])[CH2:2][C:3]([O:5][CH2:6][CH3:7])=[O:4].[Na].Br[C:14]1[CH:22]=[C:21]([N+:23]([O-:25])=[O:24])[C:20]([O:26][CH3:27])=[CH:19][C:15]=1[C:16]([OH:18])=[O:17]. The catalyst is O.[Cu]Br. The product is [CH2:10]([O:9][C:1](=[O:8])[CH:2]([C:14]1[CH:22]=[C:21]([N+:23]([O-:25])=[O:24])[C:20]([O:26][CH3:27])=[CH:19][C:15]=1[C:16]([OH:18])=[O:17])[C:3]([O:5][CH2:6][CH3:7])=[O:4])[CH3:11]. The yield is 0.780. (3) The reactants are [Br:1][C:2]1[CH:3]=[C:4]2[CH:10]=[CH:9][NH:8][C:5]2=[N:6][CH:7]=1.[CH3:11][O:12][C:13](=[O:25])[NH:14][C:15]1[CH:20]=[CH:19][C:18]([F:21])=[C:17]([CH:22]=[O:23])[C:16]=1[F:24].CO.[OH-].[K+]. The catalyst is O. The product is [CH3:11][O:12][C:13](=[O:25])[NH:14][C:15]1[CH:20]=[CH:19][C:18]([F:21])=[C:17]([CH:22]([C:10]2[C:4]3[C:5](=[N:6][CH:7]=[C:2]([Br:1])[CH:3]=3)[NH:8][CH:9]=2)[OH:23])[C:16]=1[F:24]. The yield is 0.910. (4) The reactants are [Cl:1][C:2]1[C:7]([Cl:8])=[CH:6][C:5]([C:9](=[O:11])[CH3:10])=[C:4]([OH:12])[CH:3]=1.[I:13]N1C(=O)CCC1=O. The catalyst is C(O)(=O)C. The product is [Cl:1][C:2]1[C:7]([Cl:8])=[CH:6][C:5]([C:9](=[O:11])[CH3:10])=[C:4]([OH:12])[C:3]=1[I:13]. The yield is 0.460. (5) The product is [Br:1][C:2]1[CH:7]=[CH:6][C:5]([CH:8]2[O:21][CH2:19][CH2:18][N:10]([C:11]([O:12][C:13]([CH3:16])([CH3:15])[CH3:14])=[O:17])[CH2:9]2)=[CH:4][C:3]=1[Cl:22]. The reactants are [Br:1][C:2]1[CH:7]=[CH:6][C:5]([CH:8]([OH:21])[CH2:9][N:10]([CH2:18][CH2:19]O)[C:11](=[O:17])[O:12][C:13]([CH3:16])([CH3:15])[CH3:14])=[CH:4][C:3]=1[Cl:22].C(N(CC)CC)C.CS(Cl)(=O)=O. The catalyst is C1COCC1. The yield is 0.770. (6) The reactants are [Br:1][C:2]1[C:7]2[NH:8][C:9](=O)[N:10]([CH2:11][CH2:12][CH2:13][Cl:14])[C:6]=2[C:5]([C:16]([O:18][CH3:19])=[O:17])=[CH:4][CH:3]=1.P(Cl)(Cl)([Cl:22])=O. No catalyst specified. The product is [Br:1][C:2]1[C:7]2[N:8]=[C:9]([Cl:22])[N:10]([CH2:11][CH2:12][CH2:13][Cl:14])[C:6]=2[C:5]([C:16]([O:18][CH3:19])=[O:17])=[CH:4][CH:3]=1. The yield is 0.830. (7) The yield is 0.230. No catalyst specified. The reactants are [NH2:1][C:2]1[C:3]([CH3:11])=[C:4]([CH:8]=[CH:9][CH:10]=1)[C:5]([OH:7])=[O:6].S(=O)(=O)(O)O.[CH3:17]O. The product is [NH2:1][C:2]1[C:3]([CH3:11])=[C:4]([CH:8]=[CH:9][CH:10]=1)[C:5]([O:7][CH3:17])=[O:6]. (8) The reactants are [NH2:1][C:2]1[CH:22]=[CH:21][C:5]([O:6][C:7]2[C:16]3[C:11](=[CH:12][C:13]([O:19][CH3:20])=[C:14]([C:17]#[N:18])[CH:15]=3)[N:10]=[CH:9][CH:8]=2)=[CH:4][CH:3]=1.C1(C)C=CC=CC=1.[CH2:30]([N:34]=[C:35]=[O:36])[CH2:31][CH2:32][CH3:33]. The catalyst is C(#N)C. The product is [C:17]([C:14]1[CH:15]=[C:16]2[C:11](=[CH:12][C:13]=1[O:19][CH3:20])[N:10]=[CH:9][CH:8]=[C:7]2[O:6][C:5]1[CH:21]=[CH:22][C:2]([NH:1][C:35]([NH:34][CH2:30][CH2:31][CH2:32][CH3:33])=[O:36])=[CH:3][CH:4]=1)#[N:18]. The yield is 0.550. (9) The reactants are [NH2:1][CH:2]([C:6]1[CH:11]=[CH:10][C:9]([Cl:12])=[CH:8][CH:7]=1)[C:3]([NH2:5])=[O:4].[C:13]1(=O)[CH2:18][CH2:17][CH2:16][CH2:15][CH2:14]1. The catalyst is CO. The product is [Cl:12][C:9]1[CH:10]=[CH:11][C:6]([CH:2]2[NH:1][C:13]3([CH2:18][CH2:17][CH2:16][CH2:15][CH2:14]3)[NH:5][C:3]2=[O:4])=[CH:7][CH:8]=1. The yield is 0.900.